Dataset: Full USPTO retrosynthesis dataset with 1.9M reactions from patents (1976-2016). Task: Predict the reactants needed to synthesize the given product. (1) Given the product [CH3:8][C:7]1[O:6][C:5]([C:9]2[CH:24]=[CH:23][C:12]([C:13]([NH:15][CH2:16][C:17]3[CH:18]=[N:19][CH:20]=[CH:21][CH:22]=3)=[O:14])=[CH:11][CH:10]=2)=[N:4][C:3]=1[CH2:2][S:33]([C:32]1[CH:48]=[CH:49][C:44]([CH3:43])=[CH:45][CH:46]=1)(=[O:35])=[O:34], predict the reactants needed to synthesize it. The reactants are: O[CH2:2][C:3]1[N:4]=[C:5]([C:9]2[CH:24]=[CH:23][C:12]([C:13]([NH:15][CH2:16][C:17]3[CH:18]=[N:19][CH:20]=[CH:21][CH:22]=3)=[O:14])=[CH:11][CH:10]=2)[O:6][C:7]=1[CH3:8].CCN(CC)CC.[CH3:32][S:33](Cl)(=[O:35])=[O:34].C([O-])([O-])=O.[K+].[K+].[CH3:43][C:44]1[CH:49]=[CH:48]C(S)=[CH:46][CH:45]=1.OOS([O-])=O.[K+]. (2) Given the product [Cl:1][C:2]1[C:3]([N:22]([CH2:23][C:24]2[CH:25]=[C:26]3[C:30](=[CH:31][CH:32]=2)[N:29]([CH3:33])[CH:28]=[CH:27]3)[S:21]([C:20]2[CH:19]=[CH:18][C:13]([C:14]([O:16][CH3:17])=[O:15])=[CH:12][C:11]=2[CH3:10])(=[O:34])=[O:35])=[N:4][CH:5]=[C:6]([Cl:8])[CH:7]=1, predict the reactants needed to synthesize it. The reactants are: [Cl:1][C:2]1[C:3](F)=[N:4][CH:5]=[C:6]([Cl:8])[CH:7]=1.[CH3:10][C:11]1[CH:12]=[C:13]([CH:18]=[CH:19][C:20]=1[S:21](=[O:35])(=[O:34])[NH:22][CH2:23][C:24]1[CH:25]=[C:26]2[C:30](=[CH:31][CH:32]=1)[N:29]([CH3:33])[CH:28]=[CH:27]2)[C:14]([O:16][CH3:17])=[O:15]. (3) Given the product [CH2:23]([O:22][C:20](=[O:21])[C:19]([C:8](=[O:10])[C:7]1[C:2]([Cl:1])=[CH:3][C:4]([Cl:11])=[N:5][CH:6]=1)=[CH:18][N:17]([CH3:25])[CH3:16])[CH3:24], predict the reactants needed to synthesize it. The reactants are: [Cl:1][C:2]1[C:7]([C:8]([OH:10])=O)=[CH:6][N:5]=[C:4]([Cl:11])[CH:3]=1.S(Cl)(Cl)=O.[CH3:16][N:17]([CH3:25])[CH:18]=[CH:19][C:20]([O:22][CH2:23][CH3:24])=[O:21].C(N(CC)CC)C. (4) Given the product [CH3:34][S:31]([N:30]([S:35]([CH3:38])(=[O:36])=[O:37])[C:26]1[CH:25]=[C:24]([CH2:23][NH:1][C:2]2[CH:21]=[CH:20][CH:19]=[CH:18][C:3]=2[C:4]([NH:6][C:7]2[CH:17]=[CH:16][C:10]3[O:11][C:12]([F:15])([F:14])[O:13][C:9]=3[CH:8]=2)=[O:5])[CH:29]=[CH:28][N:27]=1)(=[O:32])=[O:33], predict the reactants needed to synthesize it. The reactants are: [NH2:1][C:2]1[CH:21]=[CH:20][CH:19]=[CH:18][C:3]=1[C:4]([NH:6][C:7]1[CH:17]=[CH:16][C:10]2[O:11][C:12]([F:15])([F:14])[O:13][C:9]=2[CH:8]=1)=[O:5].Cl[CH2:23][C:24]1[CH:29]=[CH:28][N:27]=[C:26]([N:30]([S:35]([CH3:38])(=[O:37])=[O:36])[S:31]([CH3:34])(=[O:33])=[O:32])[CH:25]=1.C(N)(=O)C1C=CC=CC=1.[I-].[Na+]. (5) Given the product [OH:19][C@H:10]([CH2:11][O:12][C:13]1[CH:14]=[CH:15][CH:16]=[CH:17][CH:18]=1)[CH2:9][NH:8][C@@H:20]([CH2:23][C:24]1[CH:29]=[CH:28][C:27]([S:30]([C:33]2[CH:34]=[CH:35][CH:36]=[CH:37][CH:38]=2)(=[O:31])=[O:32])=[CH:26][CH:25]=1)[CH2:21][OH:22], predict the reactants needed to synthesize it. The reactants are: C([N:8]([C@@H:20]([CH2:23][C:24]1[CH:29]=[CH:28][C:27]([S:30]([C:33]2[CH:38]=[CH:37][CH:36]=[CH:35][CH:34]=2)(=[O:32])=[O:31])=[CH:26][CH:25]=1)[CH2:21][OH:22])[CH2:9][C@H:10]([OH:19])[CH2:11][O:12][C:13]1[CH:18]=[CH:17][CH:16]=[CH:15][CH:14]=1)C1C=CC=CC=1.[H][H]. (6) Given the product [CH:11]([N:8]1[C:9]2[CH:10]=[C:2]([S:20]([CH3:19])(=[O:22])=[O:21])[CH:3]=[C:4]([C:15]([OH:17])=[O:16])[C:5]=2[C:6]([CH3:14])=[CH:7]1)([CH3:13])[CH3:12], predict the reactants needed to synthesize it. The reactants are: Br[C:2]1[CH:3]=[C:4]([C:15]([O:17]C)=[O:16])[C:5]2[C:6]([CH3:14])=[CH:7][N:8]([CH:11]([CH3:13])[CH3:12])[C:9]=2[CH:10]=1.[CH3:19][S:20]([OH:22])=[O:21].CNCCNC. (7) Given the product [CH3:17][C@H:15]1[O:16][C@@H:11]([CH3:10])[CH2:12][N:13]([C:2]2[CH:9]=[CH:8][CH:7]=[CH:6][C:3]=2[CH:4]=[O:5])[CH2:14]1, predict the reactants needed to synthesize it. The reactants are: F[C:2]1[CH:9]=[CH:8][CH:7]=[CH:6][C:3]=1[CH:4]=[O:5].[CH3:10][C@H:11]1[O:16][C@@H:15]([CH3:17])[CH2:14][NH:13][CH2:12]1.